Dataset: Catalyst prediction with 721,799 reactions and 888 catalyst types from USPTO. Task: Predict which catalyst facilitates the given reaction. Reactant: Br[C:2]1[C:3](=[O:10])[N:4]([CH3:9])[N:5]=[C:6]([Cl:8])[CH:7]=1.[N:11]1([CH2:15][C:16]([CH3:26])([O:18][C:19]2[CH:20]=[CH:21][C:22]([NH2:25])=[N:23][CH:24]=2)[CH3:17])[CH2:14][CH2:13][CH2:12]1.CC1(C)C2C(=C(P(C3C=CC=CC=3)C3C=CC=CC=3)C=CC=2)OC2C(P(C3C=CC=CC=3)C3C=CC=CC=3)=CC=CC1=2.C([O-])([O-])=O.[Cs+].[Cs+]. Product: [N:11]1([CH2:15][C:16]([CH3:26])([CH3:17])[O:18][C:19]2[CH:20]=[CH:21][C:22]([NH:25][C:2]3[C:3](=[O:10])[N:4]([CH3:9])[N:5]=[C:6]([Cl:8])[CH:7]=3)=[N:23][CH:24]=2)[CH2:14][CH2:13][CH2:12]1. The catalyst class is: 62.